Dataset: Peptide-MHC class I binding affinity with 185,985 pairs from IEDB/IMGT. Task: Regression. Given a peptide amino acid sequence and an MHC pseudo amino acid sequence, predict their binding affinity value. This is MHC class I binding data. (1) The peptide sequence is SRAGISVVL. The MHC is HLA-B39:01 with pseudo-sequence HLA-B39:01. The binding affinity (normalized) is 0.851. (2) The peptide sequence is SYAMCLNTF. The MHC is HLA-A24:02 with pseudo-sequence HLA-A24:02. The binding affinity (normalized) is 0.791. (3) The MHC is HLA-A02:02 with pseudo-sequence HLA-A02:02. The peptide sequence is HTQGYFPDW. The binding affinity (normalized) is 0.00267. (4) The peptide sequence is SSKMFNYFK. The MHC is HLA-B07:02 with pseudo-sequence HLA-B07:02. The binding affinity (normalized) is 0.0847. (5) The peptide sequence is KPKHLYVSM. The MHC is HLA-A02:01 with pseudo-sequence HLA-A02:01. The binding affinity (normalized) is 0.0847.